Task: Predict the product of the given reaction.. Dataset: Forward reaction prediction with 1.9M reactions from USPTO patents (1976-2016) (1) Given the reactants [NH:1]1[C:9]2[C:4](=[CH:5][CH:6]=[CH:7][CH:8]=2)[CH:3]([C:10]([OH:12])=[O:11])[CH2:2]1.O.CCN(C(C)C)C(C)C.[CH3:23][CH:24]([CH3:30])[CH2:25][S:26](Cl)(=[O:28])=[O:27], predict the reaction product. The product is: [CH2:25]([S:26]([N:1]1[C:9]2[C:4](=[CH:5][CH:6]=[CH:7][CH:8]=2)[CH:3]([C:10]([OH:12])=[O:11])[CH2:2]1)(=[O:28])=[O:27])[CH:24]([CH3:30])[CH3:23]. (2) Given the reactants [NH4+:1].[Cl-].[Br:3][C:4]1[C:5]([F:22])=[CH:6][C:7]([F:21])=[C:8]([C:10]2([CH3:20])[NH:15][C:14](=S)[CH2:13][N:12]3[N:17]=[CH:18][CH:19]=[C:11]23)[CH:9]=1, predict the reaction product. The product is: [Br:3][C:4]1[C:5]([F:22])=[CH:6][C:7]([F:21])=[C:8]([C:10]2([CH3:20])[NH:15][C:14]([NH2:1])=[CH:13][N:12]3[N:17]=[CH:18][CH:19]=[C:11]23)[CH:9]=1. (3) Given the reactants S(Cl)(Cl)=O.[C:5]([OH:28])(=O)[CH2:6][CH2:7][CH2:8][CH2:9][CH2:10][CH2:11][CH2:12][CH2:13][CH2:14][CH2:15][CH2:16][CH2:17][CH2:18][CH2:19][CH2:20][CH2:21][CH2:22][CH2:23][CH2:24][CH2:25][CH3:26].[CH3:29][N:30]1[CH2:35][CH2:34][NH:33][CH2:32][CH2:31]1.C(N1CCNCC1)C, predict the reaction product. The product is: [CH3:29][N:30]1[CH2:35][CH2:34][N:33]([C:5](=[O:28])[CH2:6][CH2:7][CH2:8][CH2:9][CH2:10][CH2:11][CH2:12][CH2:13][CH2:14][CH2:15][CH2:16][CH2:17][CH2:18][CH2:19][CH2:20][CH2:21][CH2:22][CH2:23][CH2:24][CH2:25][CH3:26])[CH2:32][CH2:31]1. (4) Given the reactants [CH:1]1([CH2:4][S:5]([C:8]2[CH2:13][CH2:12][C:11]([CH2:16][CH:17]3[CH2:19][CH2:18]3)([C:14]#[N:15])[CH2:10][CH:9]=2)(=[O:7])=[O:6])[CH2:3][CH2:2]1.O1CCCC1.B, predict the reaction product. The product is: [CH:1]1([CH2:4][S:5]([CH:8]2[CH2:13][CH2:12][C:11]([CH2:14][NH2:15])([CH2:16][CH:17]3[CH2:18][CH2:19]3)[CH2:10][CH2:9]2)(=[O:7])=[O:6])[CH2:3][CH2:2]1.